This data is from Full USPTO retrosynthesis dataset with 1.9M reactions from patents (1976-2016). The task is: Predict the reactants needed to synthesize the given product. (1) Given the product [CH:1]1([CH2:4][N:5]([CH2:29][CH:30]2[CH2:35][CH2:34][O:33][CH2:32][CH2:31]2)[C:6]2[C:7]([CH2:27][CH3:28])=[N:8][N:9]3[C:14]([C:15]4[C:16]([O:25][CH3:26])=[CH:17][C:18]([CH2:23][O:24][CH3:36])=[CH:19][C:20]=4[O:21][CH3:22])=[CH:13][CH:12]=[CH:11][C:10]=23)[CH2:3][CH2:2]1, predict the reactants needed to synthesize it. The reactants are: [CH:1]1([CH2:4][N:5]([CH2:29][CH:30]2[CH2:35][CH2:34][O:33][CH2:32][CH2:31]2)[C:6]2[C:7]([CH2:27][CH3:28])=[N:8][N:9]3[C:14]([C:15]4[C:20]([O:21][CH3:22])=[CH:19][C:18]([CH2:23][OH:24])=[CH:17][C:16]=4[O:25][CH3:26])=[CH:13][CH:12]=[CH:11][C:10]=23)[CH2:3][CH2:2]1.[CH3:36]N1C=CN=C1.C1(C)C=CC(S(Cl)(=O)=O)=CC=1.C[O-].[Na+]. (2) Given the product [F:20][C:21]([F:31])([F:32])[C:22]1[CH:23]=[C:24]([CH:28]=[CH:29][CH:30]=1)[C:25]([N:3]1[CH2:4][C@@H:5]2[C@@H:1]([CH2:6]2)[C@H:2]1[CH2:7][NH:8][C:9]([C:11]1[N:18]2[C:14]([S:15][CH:16]=[CH:17]2)=[N:13][C:12]=1[CH3:19])=[O:10])=[O:26], predict the reactants needed to synthesize it. The reactants are: [C@@H:1]12[CH2:6][C@@H:5]1[CH2:4][NH:3][C@@H:2]2[CH2:7][NH:8][C:9]([C:11]1[N:18]2[C:14]([S:15][CH:16]=[CH:17]2)=[N:13][C:12]=1[CH3:19])=[O:10].[F:20][C:21]([F:32])([F:31])[C:22]1[CH:23]=[C:24]([CH:28]=[CH:29][CH:30]=1)[C:25](O)=[O:26]. (3) Given the product [CH2:8]([O:10][C:11]1[C:12]([NH:30][C:31]([C:33]2[C:37]3[C:38](=[O:45])[NH:39][C:40]4([CH2:42][CH2:43][CH2:44]4)[CH2:41][C:36]=3[O:35][CH:34]=2)=[O:32])=[CH:13][CH:14]=[C:15]([N:17]2[CH2:18][CH2:19][NH:20][CH2:21][CH2:22]2)[N:16]=1)[CH3:9], predict the reactants needed to synthesize it. The reactants are: FC(F)(F)C([O-])=O.[CH2:8]([O:10][C:11]1[N:16]=[C:15]([N:17]2[CH2:22][CH2:21][N:20](C(OC(C)(C)C)=O)[CH2:19][CH2:18]2)[CH:14]=[CH:13][C:12]=1[NH:30][C:31]([C:33]1[C:37]2[C:38](=[O:45])[NH:39][C:40]3([CH2:44][CH2:43][CH2:42]3)[CH2:41][C:36]=2[O:35][CH:34]=1)=[O:32])[CH3:9].C(OC1N=C(N2CCN(C(OC(C)(C)C)=O)CC2)C=CC=1NC(C1C2C(=O)NCCC=2OC=1)=O)C. (4) Given the product [O:26]=[C:22]1[CH2:23][CH:24]2[CH:20]([CH2:19][CH:18]([O:17][C:9]3[NH:10][C:11]4[CH:16]=[CH:15][CH:14]=[CH:13][C:12]=4[N:8]=3)[CH2:25]2)[CH2:21]1, predict the reactants needed to synthesize it. The reactants are: C(OC([N:8]1[C:12]2[CH:13]=[CH:14][CH:15]=[CH:16][C:11]=2[NH:10][CH:9]1[O:17][CH:18]1[CH2:25][CH:24]2[CH:20]([CH2:21][C:22](=[O:26])[CH2:23]2)[CH2:19]1)=O)(C)(C)C. (5) Given the product [CH3:21][S:22]([C:25]1[CH:26]=[C:27]([NH:31][C:11]([C:10]2[CH:9]=[N:8][N:7]3[C:2]([Cl:1])=[CH:3][C:4]([C:14]4[CH:19]=[CH:18][C:17]([Cl:20])=[CH:16][CH:15]=4)=[N:5][C:6]=23)=[O:12])[CH:28]=[CH:29][CH:30]=1)(=[O:23])=[O:24], predict the reactants needed to synthesize it. The reactants are: [Cl:1][C:2]1[N:7]2[N:8]=[CH:9][C:10]([C:11](Cl)=[O:12])=[C:6]2[N:5]=[C:4]([C:14]2[CH:19]=[CH:18][C:17]([Cl:20])=[CH:16][CH:15]=2)[CH:3]=1.[CH3:21][S:22]([C:25]1[CH:26]=[C:27]([NH2:31])[CH:28]=[CH:29][CH:30]=1)(=[O:24])=[O:23].